From a dataset of Catalyst prediction with 721,799 reactions and 888 catalyst types from USPTO. Predict which catalyst facilitates the given reaction. (1) Reactant: [C:1]1([C:7]2[CH:12]=[C:11]([C:13]3[CH:18]=[CH:17][CH:16]=[CH:15][CH:14]=3)[N:10]=[C:9]([O:19][CH2:20][CH2:21][CH2:22][CH2:23][C:24]([CH3:29])([CH3:28])[C:25](O)=[O:26])[CH:8]=2)[CH:6]=[CH:5][CH:4]=[CH:3][CH:2]=1.C(N(C(C)C)CC)(C)C.[NH2:39][C@H:40]([C:56]([O:58][CH3:59])=[O:57])[CH2:41][C:42]1[CH:47]=[CH:46][C:45]([O:48]CC2C=CC=CC=2)=[CH:44][CH:43]=1.F[P-](F)(F)(F)(F)F.N1(OC(N(C)C)=[N+](C)C)C2C=CC=CC=2N=N1. Product: [C:1]1([C:7]2[CH:12]=[C:11]([C:13]3[CH:14]=[CH:15][CH:16]=[CH:17][CH:18]=3)[N:10]=[C:9]([O:19][CH2:20][CH2:21][CH2:22][CH2:23][C:24]([CH3:29])([CH3:28])[C:25]([NH:39][CH:40]([CH2:41][C:42]3[CH:43]=[CH:44][C:45]([OH:48])=[CH:46][CH:47]=3)[C:56]([O:58][CH3:59])=[O:57])=[O:26])[CH:8]=2)[CH:2]=[CH:3][CH:4]=[CH:5][CH:6]=1. The catalyst class is: 9. (2) Reactant: C1(P(C2C=CC=CC=2)C2C=CC=CC=2)C=CC=CC=1.BrN1C(=O)CCC1=O.[Cl:28][C:29]1[CH:30]=[C:31]([C@@H:39]([CH2:43][CH:44]2[CH2:48][CH2:47][CH2:46][CH2:45]2)[C:40]([OH:42])=O)[CH:32]=[CH:33][C:34]=1[S:35]([CH3:38])(=[O:37])=[O:36].[NH2:49][C:50]1[CH:55]=[CH:54][CH:53]=[CH:52][N:51]=1.N1C=CC=CC=1. Product: [Cl:28][C:29]1[CH:30]=[C:31]([C@@H:39]([CH2:43][CH:44]2[CH2:48][CH2:47][CH2:46][CH2:45]2)[C:40]([NH:49][C:50]2[CH:55]=[CH:54][CH:53]=[CH:52][N:51]=2)=[O:42])[CH:32]=[CH:33][C:34]=1[S:35]([CH3:38])(=[O:36])=[O:37]. The catalyst class is: 34. (3) Reactant: [H-].[Na+].[C:3]([C:5]1[CH:10]=[CH:9][N:8]2[N:11]=[CH:12][C:13]([C:14]3[N:19]=[C:18]([NH:20][C@@H:21]4[CH2:26][CH2:25][CH2:24][N:23]([C:27]([O:29][C:30]([CH3:33])([CH3:32])[CH3:31])=[O:28])[CH2:22]4)[CH:17]=[CH:16][N:15]=3)=[C:7]2[CH:6]=1)#[N:4].[CH3:34]I. Product: [C:3]([C:5]1[CH:10]=[CH:9][N:8]2[N:11]=[CH:12][C:13]([C:14]3[N:19]=[C:18]([N:20]([CH3:34])[C@@H:21]4[CH2:26][CH2:25][CH2:24][N:23]([C:27]([O:29][C:30]([CH3:33])([CH3:32])[CH3:31])=[O:28])[CH2:22]4)[CH:17]=[CH:16][N:15]=3)=[C:7]2[CH:6]=1)#[N:4]. The catalyst class is: 9. (4) Reactant: CC(C)([O-])C.[Na+].Cl[C:8]1[C:13]([CH2:14][NH:15][CH2:16][CH:17]([C:19]2[CH:24]=[CH:23][CH:22]=[C:21]([CH3:25])[N:20]=2)[OH:18])=[CH:12][CH:11]=[C:10]([Cl:26])[N:9]=1.Cl. Product: [Cl:26][C:10]1[CH:11]=[CH:12][C:13]2[CH2:14][NH:15][CH2:16][CH:17]([C:19]3[CH:24]=[CH:23][CH:22]=[C:21]([CH3:25])[N:20]=3)[O:18][C:8]=2[N:9]=1. The catalyst class is: 1.